From a dataset of Forward reaction prediction with 1.9M reactions from USPTO patents (1976-2016). Predict the product of the given reaction. Given the reactants [Cl:1][C:2]1[S:6][C:5]([C:7]2[NH:8][C:9](=O)[C:10]3[CH2:15][CH2:14][CH2:13][C:11]=3[N:12]=2)=[CH:4][CH:3]=1.O=P(Cl)(Cl)[Cl:19].C([O-])(O)=O.[Na+], predict the reaction product. The product is: [Cl:19][C:9]1[C:10]2[CH2:15][CH2:14][CH2:13][C:11]=2[N:12]=[C:7]([C:5]2[S:6][C:2]([Cl:1])=[CH:3][CH:4]=2)[N:8]=1.